From a dataset of NCI-60 drug combinations with 297,098 pairs across 59 cell lines. Regression. Given two drug SMILES strings and cell line genomic features, predict the synergy score measuring deviation from expected non-interaction effect. (1) Drug 1: CC1OCC2C(O1)C(C(C(O2)OC3C4COC(=O)C4C(C5=CC6=C(C=C35)OCO6)C7=CC(=C(C(=C7)OC)O)OC)O)O. Drug 2: COCCOC1=C(C=C2C(=C1)C(=NC=N2)NC3=CC=CC(=C3)C#C)OCCOC.Cl. Cell line: K-562. Synergy scores: CSS=39.6, Synergy_ZIP=2.70, Synergy_Bliss=4.20, Synergy_Loewe=-7.02, Synergy_HSA=1.32. (2) Drug 1: CCCS(=O)(=O)NC1=C(C(=C(C=C1)F)C(=O)C2=CNC3=C2C=C(C=N3)C4=CC=C(C=C4)Cl)F. Drug 2: CCN(CC)CCCC(C)NC1=C2C=C(C=CC2=NC3=C1C=CC(=C3)Cl)OC. Cell line: UACC-257. Synergy scores: CSS=49.3, Synergy_ZIP=-0.341, Synergy_Bliss=1.32, Synergy_Loewe=-12.6, Synergy_HSA=1.75.